Dataset: Peptide-MHC class II binding affinity with 134,281 pairs from IEDB. Task: Regression. Given a peptide amino acid sequence and an MHC pseudo amino acid sequence, predict their binding affinity value. This is MHC class II binding data. (1) The peptide sequence is ENVKMEDVGYPIIID. The MHC is HLA-DQA10501-DQB10201 with pseudo-sequence HLA-DQA10501-DQB10201. The binding affinity (normalized) is 0.474. (2) The peptide sequence is TNTNPDQKCITALAS. The MHC is DRB5_0101 with pseudo-sequence DRB5_0101. The binding affinity (normalized) is 0. (3) The peptide sequence is EPGHLAPTGMFVAGA. The MHC is DRB1_0802 with pseudo-sequence DRB1_0802. The binding affinity (normalized) is 0.154.